From a dataset of Forward reaction prediction with 1.9M reactions from USPTO patents (1976-2016). Predict the product of the given reaction. (1) Given the reactants [OH:1][C:2]1[CH:7]=[CH:6][C:5]([CH2:8][CH2:9][C:10]#[N:11])=[CH:4][CH:3]=1.[Br:12]Br.[CH2:14](Cl)[O:15][CH2:16][CH2:17][O:18][CH3:19].[OH-].[Na+], predict the reaction product. The product is: [Br:12][C:7]1[CH:6]=[C:5]([CH2:8][CH2:9][C:10]#[N:11])[CH:4]=[CH:3][C:2]=1[O:1][CH2:14][O:15][CH2:16][CH2:17][O:18][CH3:19]. (2) Given the reactants C(OC(=O)[NH:7][C:8]1[CH:13]=[C:12]([CH3:14])[C:11]([C:15]([F:18])([F:17])[F:16])=[CH:10][C:9]=1[NH:19][C:20](=[O:32])[CH2:21][C:22]([C:24]1[CH:29]=[CH:28][N:27]=[C:26]([C:30]#[N:31])[CH:25]=1)=O)(C)(C)C.C(O)(C(F)(F)F)=O, predict the reaction product. The product is: [CH3:14][C:12]1[C:11]([C:15]([F:18])([F:17])[F:16])=[CH:10][C:9]2[NH:19][C:20](=[O:32])[CH2:21][C:22]([C:24]3[CH:29]=[CH:28][N:27]=[C:26]([C:30]#[N:31])[CH:25]=3)=[N:7][C:8]=2[CH:13]=1. (3) Given the reactants [Cl:1][C:2]1[CH:3]=[C:4]([CH:7]=[C:8]([Cl:10])[CH:9]=1)[CH:5]=O.Cl.[CH3:12][C:13]1([C:27]([O:29]CC)=[O:28])[CH2:18][CH2:17][N:16]([C:19]2[CH2:26][C:22]3([CH2:25][NH:24][CH2:23]3)[O:21][N:20]=2)[CH2:15][CH2:14]1.C(O[BH-](OC(=O)C)OC(=O)C)(=O)C.[Na+].C(=O)([O-])O.[Na+], predict the reaction product. The product is: [Cl:1][C:2]1[CH:3]=[C:4]([CH:7]=[C:8]([Cl:10])[CH:9]=1)[CH2:5][N:24]1[CH2:23][C:22]2([CH2:26][C:19]([N:16]3[CH2:17][CH2:18][C:13]([CH3:12])([C:27]([OH:29])=[O:28])[CH2:14][CH2:15]3)=[N:20][O:21]2)[CH2:25]1. (4) Given the reactants CS(C)=O.C(Cl)(=O)C(Cl)=O.[C:11]([O:15][C:16]([N:18]1[CH2:23][CH2:22][CH:21]([CH2:24][OH:25])[CH2:20][CH2:19]1)=[O:17])([CH3:14])([CH3:13])[CH3:12].CCN(CC)CC, predict the reaction product. The product is: [C:11]([O:15][C:16]([N:18]1[CH2:23][CH2:22][CH:21]([CH:24]=[O:25])[CH2:20][CH2:19]1)=[O:17])([CH3:14])([CH3:13])[CH3:12].